From a dataset of Reaction yield outcomes from USPTO patents with 853,638 reactions. Predict the reaction yield, written as a fraction of the theoretical maximum amount of product (1.0 means a 100% yield; for example, 0.34 means a 34% yield). (1) The reactants are [N:1]1[N:9]2[C:4]([O:5][CH2:6][CH2:7][CH2:8]2)=[CH:3][C:2]=1[C:10]([O-])=[O:11].[BH4-].[Li+].CO. The catalyst is C1COCC1. The product is [NH:1]1[N:9]2[CH:4]([O:5][CH2:6][CH:7]=[CH:8]2)[CH2:3][CH:2]1[CH2:10][OH:11]. The yield is 0.670. (2) The reactants are [Br:1][C:2]1[CH:3]=[C:4]2[C:13](=[CH:14][C:15]=1[F:16])[CH:12]1[CH2:17][CH:10]([CH2:11]1)[N:9]1[C:5]2=[N:6][C:7]([C:18]([O:20]C)=[O:19])=[CH:8]1. The catalyst is CO.[OH-].[Na+]. The product is [Br:1][C:2]1[CH:3]=[C:4]2[C:13](=[CH:14][C:15]=1[F:16])[CH:12]1[CH2:11][CH:10]([CH2:17]1)[N:9]1[C:5]2=[N:6][C:7]([C:18]([OH:20])=[O:19])=[CH:8]1. The yield is 0.860. (3) The reactants are [CH:1]1([C:4]([N:6]2[CH2:10][CH2:9][C@@H:8]([CH2:11][N:12]3[C:16](=[O:17])[NH:15][N:14]=[C:13]3[C:18]3[CH:23]=[CH:22][C:21]([C:24]4[CH:29]=[CH:28][C:27]([C:30]#[N:31])=[C:26](F)[CH:25]=4)=[CH:20][CH:19]=3)[CH2:7]2)=[O:5])[CH2:3][CH2:2]1.[NH2:33][NH2:34]. The catalyst is CCO. The product is [NH2:31][C:30]1[C:27]2[C:26](=[CH:25][C:24]([C:21]3[CH:20]=[CH:19][C:18]([C:13]4[N:12]([CH2:11][C@@H:8]5[CH2:9][CH2:10][N:6]([C:4]([CH:1]6[CH2:3][CH2:2]6)=[O:5])[CH2:7]5)[C:16](=[O:17])[NH:15][N:14]=4)=[CH:23][CH:22]=3)=[CH:29][CH:28]=2)[NH:34][N:33]=1. The yield is 0.240. (4) The reactants are B(F)(F)F.CCOCC.[N+](=[CH:12][C:13]([O:15][CH2:16][CH3:17])=[O:14])=[N-].[CH3:18][C:19]1([CH:25]=[O:26])[CH2:24][CH2:23][O:22][CH2:21][CH2:20]1.[Na+].[Cl-]. The catalyst is C(Cl)Cl. The product is [CH2:16]([O:15][C:13](=[O:14])[CH2:12][C:25]([C:19]1([CH3:18])[CH2:24][CH2:23][O:22][CH2:21][CH2:20]1)=[O:26])[CH3:17]. The yield is 0.790. (5) The reactants are C(OC(=O)[N:7]=[C:8]1[N:12]([CH2:13][C:14]2[CH:19]=[CH:18][CH:17]=[CH:16][C:15]=2[N:20]2[CH2:25][CH2:24][N:23]([CH2:26][C:27]3[CH:32]=[CH:31][CH:30]=[CH:29][C:28]=3[C:33]3[CH:38]=[CH:37][CH:36]=[CH:35][CH:34]=3)[CH2:22][CH2:21]2)[C:11]2[CH:39]=[CH:40][CH:41]=[CH:42][C:10]=2[N:9]1[CH2:43][CH2:44][CH2:45][O:46][C:47]1[CH:52]=[CH:51][C:50]([F:53])=[CH:49][CH:48]=1)(C)(C)C.C(O)(C(F)(F)F)=O. The yield is 0.0300. The catalyst is ClCCl. The product is [C:28]1([C:33]2[CH:34]=[CH:35][CH:36]=[CH:37][CH:38]=2)[CH:29]=[CH:30][CH:31]=[CH:32][C:27]=1[CH2:26][N:23]1[CH2:22][CH2:21][N:20]([C:15]2[CH:16]=[CH:17][CH:18]=[CH:19][C:14]=2[CH2:13][N:12]2[C:11]3[CH:39]=[CH:40][CH:41]=[CH:42][C:10]=3[N:9]([CH2:43][CH2:44][CH2:45][O:46][C:47]3[CH:48]=[CH:49][C:50]([F:53])=[CH:51][CH:52]=3)[C:8]2=[NH:7])[CH2:25][CH2:24]1. (6) The yield is 0.730. The product is [Br:1][C:2]1[CH:7]=[C:6]([F:8])[CH:5]=[CH:4][C:3]=1[O:9][CH:10]=[CH2:11]. The catalyst is O1CCCC1. The reactants are [Br:1][C:2]1[CH:7]=[C:6]([F:8])[CH:5]=[CH:4][C:3]=1[O:9][CH2:10][CH2:11]Cl.CC(C)([O-])C.[K+]. (7) The reactants are [CH3:1][C:2]([C:6]1[CH:11]=[CH:10][C:9]([CH3:12])=[CH:8][CH:7]=1)([CH3:5])[C:3]#[N:4].C1C(=O)N([Br:20])C(=O)C1. The catalyst is C(Cl)(Cl)(Cl)Cl.CC(N=NC(C#N)(C)C)(C#N)C. The product is [Br:20][CH2:12][C:9]1[CH:8]=[CH:7][C:6]([C:2]([CH3:1])([CH3:5])[C:3]#[N:4])=[CH:11][CH:10]=1. The yield is 0.700.